Dataset: Full USPTO retrosynthesis dataset with 1.9M reactions from patents (1976-2016). Task: Predict the reactants needed to synthesize the given product. Given the product [CH2:30]([N:31]1[CH2:36][CH2:35][O:34][CH2:33][CH2:32]1)[CH2:29][CH3:28].[CH2:8]1[O:16][C:15]2[C:10](=[C:11]([S:17]([NH:20][C:21]([O:22][C:47]([CH3:46])([CH3:48])[CH3:37])=[O:24])(=[O:18])=[O:19])[CH:12]=[CH:13][CH:14]=2)[O:9]1, predict the reactants needed to synthesize it. The reactants are: C([CH:8]1[O:16][C:15]2[C:10](=[C:11]([S:17]([NH2:20])(=[O:19])=[O:18])[CH:12]=[CH:13][CH:14]=2)[O:9]1)(OC(C)(C)C)=O.[C:21](=[O:24])([O-])[O-:22].[Cs+].[Cs+].Cl[CH2:28][CH2:29][CH2:30][N:31]1[CH2:36][CH2:35][O:34][CH2:33][CH2:32]1.[C:37](OCC)(=O)[CH3:37].[CH3:46][CH2:47][CH2:48][CH2:46][CH2:47][CH3:48].